From a dataset of Forward reaction prediction with 1.9M reactions from USPTO patents (1976-2016). Predict the product of the given reaction. (1) Given the reactants [CH2:1]([O:5][C:6]1[CH:11]=[CH:10][C:9]([S:12]([NH:15][C@H:16]([C:20]([OH:22])=O)[CH:17]([CH3:19])[CH3:18])(=[O:14])=[O:13])=[CH:8][CH:7]=1)[CH:2]=[C:3]=[CH2:4].[OH:23][N:24]1C2C=CC=CC=2N=N1.Cl.[CH3:34]N(C)CCCN=C=NCC.CN1CCOCC1.NO, predict the reaction product. The product is: [CH2:1]([O:5][C:6]1[CH:11]=[CH:10][C:9]([S:12]([N:15]([CH3:34])[CH:16]([CH:17]([CH3:19])[CH3:18])[C:20]([NH:24][OH:23])=[O:22])(=[O:14])=[O:13])=[CH:8][CH:7]=1)[CH:2]=[C:3]=[CH2:4]. (2) Given the reactants [CH3:1][N:2]1[CH:6]=[C:5]([C:7]2[N:12]=[C:11]3[N:13]([CH2:16][C:17]4[CH:18]=[C:19]5[C:24](=[CH:25][CH:26]=4)[N:23]=[CH:22][CH:21]=[CH:20]5)[N:14]=[N:15][C:10]3=[CH:9][CH:8]=2)[CH:4]=[N:3]1.[H-].[Na+].[CH2:29](I)C, predict the reaction product. The product is: [CH2:1]([N:2]1[CH:6]=[C:5]([C:7]2[N:12]=[C:11]3[N:13]([CH2:16][C:17]4[CH:18]=[C:19]5[C:24](=[CH:25][CH:26]=4)[N:23]=[CH:22][CH:21]=[CH:20]5)[N:14]=[N:15][C:10]3=[CH:9][CH:8]=2)[CH:4]=[N:3]1)[CH3:29]. (3) Given the reactants [CH2:1]([N:8]([CH2:16][CH2:17][C:18]1[CH:23]=[CH:22][C:21]([S:24]([C:27]2[CH:32]=[CH:31][C:30]([O:33]CC3C=CC=CC=3)=[C:29]([C:41]([NH:43][CH3:44])=[O:42])[CH:28]=2)(=[O:26])=[O:25])=[CH:20][CH:19]=1)[C:9](=[O:15])[O:10][C:11]([CH3:14])([CH3:13])[CH3:12])[C:2]1[CH:7]=[CH:6][CH:5]=[CH:4][CH:3]=1.[H][H], predict the reaction product. The product is: [CH2:1]([N:8]([CH2:16][CH2:17][C:18]1[CH:23]=[CH:22][C:21]([S:24]([C:27]2[CH:32]=[CH:31][C:30]([OH:33])=[C:29]([C:41]([NH:43][CH3:44])=[O:42])[CH:28]=2)(=[O:26])=[O:25])=[CH:20][CH:19]=1)[C:9](=[O:15])[O:10][C:11]([CH3:13])([CH3:12])[CH3:14])[C:2]1[CH:3]=[CH:4][CH:5]=[CH:6][CH:7]=1.